Task: Predict the reactants needed to synthesize the given product.. Dataset: Full USPTO retrosynthesis dataset with 1.9M reactions from patents (1976-2016) (1) Given the product [CH2:18]([OH:19])[CH2:17][O:16][CH2:15][CH2:14][O:13][CH2:12][CH2:11][NH:10][CH2:20][CH2:21][NH:22][CH2:23][CH2:24][NH:25][CH2:26][CH2:27][CH2:28][CH2:29][CH2:30][CH2:31][CH2:32][CH2:33][CH2:34][NH:35][CH2:36][CH2:37][NH:38][CH2:39][CH2:40][NH:41][CH2:42][CH3:43], predict the reactants needed to synthesize it. The reactants are: C1(C)C=CC(S([N:10]([CH2:20][CH2:21][N:22](S(C2C=CC(C)=CC=2)(=O)=O)[CH2:23][CH2:24][N:25](S(C2C=CC(C)=CC=2)(=O)=O)[CH2:26][CH2:27][CH2:28][CH2:29][CH2:30][CH2:31][CH2:32][CH2:33][CH2:34][N:35](S(C2C=CC(C)=CC=2)(=O)=O)[CH2:36][CH2:37][N:38](S(C2C=CC(C)=CC=2)(=O)=O)[CH2:39][CH2:40][N:41](S(C2C=CC(C)=CC=2)(=O)=O)[CH2:42][CH3:43])[CH2:11][CH2:12][O:13][CH2:14][CH2:15][O:16][CH2:17][CH2:18][OH:19])(=O)=O)=CC=1.[Na+].[Na+].P(=O)(O)([O-])[O-].Cl. (2) Given the product [NH2:32][C:28]1[CH:27]=[CH:26][CH:25]=[C:24]2[C:29]=1[C:30](=[O:31])[C:12]1([NH:11][C:9](=[O:10])[C:6]3[CH:5]=[CH:4][C:3]([C:1]#[N:2])=[CH:8][N:7]=3)[C:16]3[CH:17]=[CH:18][C:19]([CH:21]([CH3:22])[CH3:23])=[CH:20][C:15]=3[O:14][C:13]12[OH:35], predict the reactants needed to synthesize it. The reactants are: [C:1]([C:3]1[CH:4]=[CH:5][C:6]([C:9]([NH:11][C:12]23[C:30](=[O:31])[C:29]4[C:24](=[CH:25][CH:26]=[CH:27][C:28]=4[N+:32]([O-])=O)[C:13]2([OH:35])[O:14][C:15]2[CH:20]=[C:19]([CH:21]([CH3:23])[CH3:22])[CH:18]=[CH:17][C:16]=23)=[O:10])=[N:7][CH:8]=1)#[N:2].C(O)C. (3) Given the product [CH2:1]([O:3][C:4]([C:6]1[CH:7]=[C:8]2[C:13](=[CH:14][CH:15]=1)[NH:12][CH:11]([C:16]1[CH:17]=[C:18]([F:23])[CH:19]=[C:20]([F:22])[CH:21]=1)[C:10]([CH3:24])([CH3:25])[CH2:9]2)=[O:5])[CH3:2], predict the reactants needed to synthesize it. The reactants are: [CH2:1]([O:3][C:4]([C:6]1[CH:7]=[C:8]2[C:13](=[CH:14][CH:15]=1)[NH:12][CH:11]([C:16]1[CH:21]=[C:20]([F:22])[CH:19]=[C:18]([F:23])[CH:17]=1)[C:10]([CH3:25])([CH3:24])[CH:9]2O)=[O:5])[CH3:2].FC(F)(F)C(O)=O.